This data is from Forward reaction prediction with 1.9M reactions from USPTO patents (1976-2016). The task is: Predict the product of the given reaction. (1) Given the reactants Cl.[NH2:2][CH2:3][CH2:4][NH:5][C:6]([C:8]1[CH:25]=[CH:24][C:11]([O:12][C@@H:13]2[CH2:18][CH2:17][C@H:16]([C:19]([O:21]CC)=[O:20])[CH2:15][CH2:14]2)=[CH:10][CH:9]=1)=[O:7].[O:26]1[C:30]2[CH:31]=[CH:32][C:33]([C:35]([OH:37])=O)=[CH:34][C:29]=2[CH:28]=[CH:27]1.Cl.C(N=C=NCCCN(C)C)C.O.ON1C2C=CC=CC=2N=N1.[OH-].[Na+].Cl, predict the reaction product. The product is: [O:26]1[C:30]2[CH:31]=[CH:32][C:33]([C:35]([NH:2][CH2:3][CH2:4][NH:5][C:6]([C:8]3[CH:25]=[CH:24][C:11]([O:12][C@@H:13]4[CH2:14][CH2:15][C@H:16]([C:19]([OH:21])=[O:20])[CH2:17][CH2:18]4)=[CH:10][CH:9]=3)=[O:7])=[O:37])=[CH:34][C:29]=2[CH:28]=[CH:27]1. (2) Given the reactants [Cl:1][C:2]1[CH:20]=[CH:19][C:5]([O:6][C:7]([N:9]([CH3:18])[CH2:10][C:11]([O:13]C(C)(C)C)=[O:12])=[O:8])=[C:4]([C:21](=[O:33])[NH:22][C:23]2[CH:28]=[CH:27][C:26]([N+:29]([O-:31])=[O:30])=[CH:25][C:24]=2[Cl:32])[CH:3]=1.ClC(N(C)CC(OC(C)(C)C)=O)=O.C1C([N+]([O-])=O)=CC(Cl)=C(NC(C2C=C(Cl)C=CC=2O)=O)C=1.C(O)(C(F)(F)F)=O, predict the reaction product. The product is: [Cl:1][C:2]1[CH:20]=[CH:19][C:5]([O:6][C:7]([N:9]([CH3:18])[CH2:10][C:11]([OH:13])=[O:12])=[O:8])=[C:4]([C:21](=[O:33])[NH:22][C:23]2[CH:28]=[CH:27][C:26]([N+:29]([O-:31])=[O:30])=[CH:25][C:24]=2[Cl:32])[CH:3]=1. (3) Given the reactants [Cl:1][C:2]1[C:3]([CH3:18])=[C:4]([NH:10][C@H:11]([C@@H:15]([OH:17])[CH3:16])[C:12]([OH:14])=O)[CH:5]=[CH:6][C:7]=1[C:8]#[N:9].[Cl:19][C:20]1[CH:21]=[C:22]([CH:27]=[CH:28][C:29]=1[Cl:30])[C:23]([NH:25][NH2:26])=[O:24].O.ON1C2C=CC=CC=2N=N1.Cl.CN(C)CCCN=C=NCC.C(N(CC)CC)C, predict the reaction product. The product is: [Cl:19][C:20]1[CH:21]=[C:22]([CH:27]=[CH:28][C:29]=1[Cl:30])[C:23]([NH:25][NH:26][C:12](=[O:14])[C@H:11]([NH:10][C:4]1[CH:5]=[CH:6][C:7]([C:8]#[N:9])=[C:2]([Cl:1])[C:3]=1[CH3:18])[C@@H:15]([OH:17])[CH3:16])=[O:24]. (4) Given the reactants N12CCCN=C1CCCCC2.[NH2:12][C:13]1[CH:18]=[CH:17][C:16]([C:19]([N:21]2[CH2:26][CH2:25][N:24]([CH2:27][C:28]3[CH:33]=[CH:32][C:31]([C:34]([OH:43])([C:39]([F:42])([F:41])[F:40])[C:35]([F:38])([F:37])[F:36])=[CH:30][CH:29]=3)[CH2:23][CH2:22]2)=[O:20])=[CH:15][C:14]=1[Cl:44].[C:45]([Si:49]([CH3:52])([CH3:51])Cl)([CH3:48])([CH3:47])[CH3:46], predict the reaction product. The product is: [NH2:12][C:13]1[CH:18]=[CH:17][C:16]([C:19]([N:21]2[CH2:22][CH2:23][N:24]([CH2:27][C:28]3[CH:33]=[CH:32][C:31]([C:34]([O:43][Si:49]([C:45]([CH3:48])([CH3:47])[CH3:46])([CH3:52])[CH3:51])([C:35]([F:36])([F:37])[F:38])[C:39]([F:41])([F:42])[F:40])=[CH:30][CH:29]=3)[CH2:25][CH2:26]2)=[O:20])=[CH:15][C:14]=1[Cl:44]. (5) Given the reactants [CH2:1]([C:3]1[CH:4]=[C:5]([CH:14]=[CH:15][C:16]=1[N+:17]([O-:19])=[O:18])[C:6]([C:8]1[CH:13]=[CH:12][CH:11]=[CH:10][CH:9]=1)=[O:7])[CH3:2].[CH2:20](O)[CH2:21][CH2:22][OH:23], predict the reaction product. The product is: [CH2:1]([C:3]1[CH:4]=[C:5]([C:6]2([C:8]3[CH:13]=[CH:12][CH:11]=[CH:10][CH:9]=3)[O:23][CH2:22][CH2:21][CH2:20][O:7]2)[CH:14]=[CH:15][C:16]=1[N+:17]([O-:19])=[O:18])[CH3:2]. (6) Given the reactants [CH:1](=O)[C:2]1[C:3](=[CH:5][CH:6]=[CH:7][CH:8]=1)[OH:4].[C:10]([NH:18][NH2:19])(=[O:17])[C:11]1[CH:16]=[CH:15][CH:14]=[N:13][CH:12]=1, predict the reaction product. The product is: [OH:4][C:3]1[CH:5]=[CH:6][CH:7]=[CH:8][C:2]=1[CH:1]=[N:19][NH:18][C:10](=[O:17])[C:11]1[CH:16]=[CH:15][CH:14]=[N:13][CH:12]=1. (7) Given the reactants [NH2:1][C:2]1[CH:7]=[CH:6][C:5]([SH:8])=[CH:4][CH:3]=1.Cl[C:10]1[CH:15]=[CH:14][C:13]([N+:16]([O-:18])=[O:17])=[CH:12][CH:11]=1.C(=O)([O-])[O-].[K+].[K+], predict the reaction product. The product is: [N+:16]([C:13]1[CH:14]=[CH:15][C:10]([NH:1][C:2]2[CH:7]=[CH:6][C:5]([SH:8])=[CH:4][CH:3]=2)=[CH:11][CH:12]=1)([O-:18])=[O:17]. (8) Given the reactants [CH:1]1([C:4]2[C:8]([CH:9]=O)=[CH:7][N:6]([C:11]3[CH:16]=[CH:15][N:14]=[C:13]([NH:17][C:18]4[CH:23]=[C:22]([N+:24]([O-])=O)[C:21]([N:27]5[CH2:32][CH2:31][O:30][CH2:29][CH2:28]5)=[CH:20][C:19]=4[O:33][CH3:34])[N:12]=3)[N:5]=2)[CH2:3][CH2:2]1.Cl.[NH:36]1[CH2:39][CH2:38][CH2:37]1, predict the reaction product. The product is: [N:36]1([CH2:9][C:8]2[C:4]([CH:1]3[CH2:2][CH2:3]3)=[N:5][N:6]([C:11]3[CH:16]=[CH:15][N:14]=[C:13]([NH:17][C:18]4[C:19]([O:33][CH3:34])=[CH:20][C:21]([N:27]5[CH2:32][CH2:31][O:30][CH2:29][CH2:28]5)=[C:22]([NH:24][C:19](=[O:33])[CH:18]=[CH2:23])[CH:23]=4)[N:12]=3)[CH:7]=2)[CH2:39][CH2:38][CH2:37]1.